This data is from Full USPTO retrosynthesis dataset with 1.9M reactions from patents (1976-2016). The task is: Predict the reactants needed to synthesize the given product. Given the product [Cl-:17].[OH:1][C:2]1([CH:8]([C:11]2[CH:16]=[CH:15][CH:14]=[CH:13][CH:12]=2)[CH2:9][NH3+:10])[CH2:7][CH2:6][O:5][CH2:4][CH2:3]1, predict the reactants needed to synthesize it. The reactants are: [OH:1][C:2]1([CH:8]([C:11]2[CH:16]=[CH:15][CH:14]=[CH:13][CH:12]=2)[C:9]#[N:10])[CH2:7][CH2:6][O:5][CH2:4][CH2:3]1.[ClH:17].